This data is from CYP2C19 inhibition data for predicting drug metabolism from PubChem BioAssay. The task is: Regression/Classification. Given a drug SMILES string, predict its absorption, distribution, metabolism, or excretion properties. Task type varies by dataset: regression for continuous measurements (e.g., permeability, clearance, half-life) or binary classification for categorical outcomes (e.g., BBB penetration, CYP inhibition). Dataset: cyp2c19_veith. (1) The compound is CCOc1ccccc1CNCCN1CCOCC1.Cl. The result is 0 (non-inhibitor). (2) The compound is O=S(=O)(c1ccc(F)cc1)n1ccc(-c2cnc(-c3ccccc3)s2)n1. The result is 1 (inhibitor). (3) The drug is N#CSc1ccc2oc(C3=NCCN3)cc2c1. The result is 0 (non-inhibitor). (4) The drug is CCOC(=O)N/N=C1/C[C@@H](O)[C@@H](O)[C@H]2[C@@H]1CC[C@@H]1C(=O)N([C@@H](C)c3ccccc3)C(=O)[C@H]12. The result is 0 (non-inhibitor). (5) The molecule is Cc1ccc(Nc2nc(-c3sc(NC(=O)c4cccc(Cl)c4)nc3C)cs2)cc1. The result is 1 (inhibitor). (6) The compound is Cc1ccc(C2C(=O)N(C3CCCC3)CC(=O)N2CC2COc3ccccc3O2)cc1. The result is 1 (inhibitor). (7) The drug is COC(=O)N1CCC2(CCCN(c3ccc(-c4ccccc4)cc3)C2)CC1. The result is 0 (non-inhibitor).